Dataset: Peptide-MHC class II binding affinity with 134,281 pairs from IEDB. Task: Regression. Given a peptide amino acid sequence and an MHC pseudo amino acid sequence, predict their binding affinity value. This is MHC class II binding data. The peptide sequence is LIDDVLAILPLDDLK. The MHC is DRB1_1201 with pseudo-sequence DRB1_1201. The binding affinity (normalized) is 0.543.